Dataset: Full USPTO retrosynthesis dataset with 1.9M reactions from patents (1976-2016). Task: Predict the reactants needed to synthesize the given product. (1) Given the product [F:1][C:2]([F:18])([F:17])[S:3]([O:6][C:7]1[CH:12]=[CH:11][CH:10]=[C:9]([O:13][CH3:14])[C:8]=1[CH2:15][N:19]1[CH2:24][CH2:23][O:22][CH2:21][CH2:20]1)(=[O:5])=[O:4], predict the reactants needed to synthesize it. The reactants are: [F:1][C:2]([F:18])([F:17])[S:3]([O:6][C:7]1[CH:12]=[CH:11][CH:10]=[C:9]([O:13][CH3:14])[C:8]=1[CH:15]=O)(=[O:5])=[O:4].[NH:19]1[CH2:24][CH2:23][O:22][CH2:21][CH2:20]1.C(O[BH-](OC(=O)C)OC(=O)C)(=O)C.[Na+].FC(F)(F)C(O)=O. (2) Given the product [Cl:8][C:6]1[CH:5]=[C:4]([C:9]2([C:24]([F:25])([F:27])[F:26])[O:13][N:12]=[C:11]([C:14]3[CH:15]=[C:16]4[C:20](=[CH:21][CH:22]=3)[CH:19]([N:32]3[C:28](=[O:38])[C:29]5[C:30](=[CH:34][CH:35]=[CH:36][CH:37]=5)[C:31]3=[O:33])[CH2:18][CH2:17]4)[CH2:10]2)[CH:3]=[C:2]([Cl:1])[CH:7]=1, predict the reactants needed to synthesize it. The reactants are: [Cl:1][C:2]1[CH:3]=[C:4]([C:9]2([C:24]([F:27])([F:26])[F:25])[O:13][N:12]=[C:11]([C:14]3[CH:15]=[C:16]4[C:20](=[CH:21][CH:22]=3)[CH:19](O)[CH2:18][CH2:17]4)[CH2:10]2)[CH:5]=[C:6]([Cl:8])[CH:7]=1.[C:28]1(=[O:38])[NH:32][C:31](=[O:33])[C:30]2=[CH:34][CH:35]=[CH:36][CH:37]=[C:29]12.C1(P(C2C=CC=CC=2)C2C=CC=CC=2)C=CC=CC=1. (3) Given the product [CH2:6]([N:13]1[CH2:18][CH2:17][C:16]([NH:21][C:22]2[CH:27]=[CH:26][CH:25]=[C:24]([N+:28]([O-:30])=[O:29])[CH:23]=2)([C:19]([NH2:20])=[O:32])[CH2:15][CH2:14]1)[C:7]1[CH:12]=[CH:11][CH:10]=[CH:9][CH:8]=1, predict the reactants needed to synthesize it. The reactants are: S(=O)(=O)(O)O.[CH2:6]([N:13]1[CH2:18][CH2:17][C:16]([NH:21][C:22]2[CH:27]=[CH:26][CH:25]=[C:24]([N+:28]([O-:30])=[O:29])[CH:23]=2)([C:19]#[N:20])[CH2:15][CH2:14]1)[C:7]1[CH:12]=[CH:11][CH:10]=[CH:9][CH:8]=1.C(=O)([O-])[O-:32].[K+].[K+].